From a dataset of Reaction yield outcomes from USPTO patents with 853,638 reactions. Predict the reaction yield, written as a fraction of the theoretical maximum amount of product (1.0 means a 100% yield; for example, 0.34 means a 34% yield). (1) The reactants are [F:1][C:2]1[CH:3]=[C:4]2[C:8](=[CH:9][CH:10]=1)[NH:7][C:6](=[O:11])[CH2:5]2.[CH:12]([C:14]1[NH:18][C:17]([CH3:19])=[C:16]([C:20]([OH:22])=[O:21])[C:15]=1[CH3:23])=O. The catalyst is N1CCCC1.C(O)C. The product is [F:1][C:2]1[CH:3]=[C:4]2[C:8](=[CH:9][CH:10]=1)[NH:7][C:6](=[O:11])/[C:5]/2=[CH:12]\[C:14]1[NH:18][C:17]([CH3:19])=[C:16]([C:20]([OH:22])=[O:21])[C:15]=1[CH3:23]. The yield is 0.960. (2) The reactants are Cl.[CH3:2][N:3]1[CH2:8][CH2:7][CH2:6][CH:5]([CH2:9][O:10][C:11]2[CH:16]=[CH:15][C:14]([NH2:17])=[CH:13][CH:12]=2)[CH2:4]1.[F:18][C:19]1[CH:20]=[C:21]2[C:25](=[CH:26][CH:27]=1)[NH:24][C:23](=[O:28])[C:22]2=[CH:29]O.CCN(CC)CC. No catalyst specified. The product is [F:18][C:19]1[CH:20]=[C:21]2[C:25](=[CH:26][CH:27]=1)[NH:24][C:23](=[O:28])[C:22]2=[CH:29][NH:17][C:14]1[CH:13]=[CH:12][C:11]([O:10][CH2:9][CH:5]2[CH2:6][CH2:7][CH2:8][N:3]([CH3:2])[CH2:4]2)=[CH:16][CH:15]=1. The yield is 0.770.